This data is from NCI-60 drug combinations with 297,098 pairs across 59 cell lines. The task is: Regression. Given two drug SMILES strings and cell line genomic features, predict the synergy score measuring deviation from expected non-interaction effect. (1) Cell line: HOP-92. Drug 1: C1CN(CCN1C(=O)CCBr)C(=O)CCBr. Drug 2: C1C(C(OC1N2C=NC(=NC2=O)N)CO)O. Synergy scores: CSS=15.0, Synergy_ZIP=0.869, Synergy_Bliss=10.4, Synergy_Loewe=-1.27, Synergy_HSA=4.65. (2) Drug 1: C1C(C(OC1N2C=C(C(=O)NC2=O)F)CO)O. Drug 2: C1C(C(OC1N2C=NC3=C2NC=NCC3O)CO)O. Cell line: OVCAR-4. Synergy scores: CSS=10.1, Synergy_ZIP=-3.58, Synergy_Bliss=-0.874, Synergy_Loewe=-19.3, Synergy_HSA=-0.514. (3) Drug 1: COC1=CC(=CC(=C1O)OC)C2C3C(COC3=O)C(C4=CC5=C(C=C24)OCO5)OC6C(C(C7C(O6)COC(O7)C8=CC=CS8)O)O. Drug 2: CS(=O)(=O)CCNCC1=CC=C(O1)C2=CC3=C(C=C2)N=CN=C3NC4=CC(=C(C=C4)OCC5=CC(=CC=C5)F)Cl. Cell line: MDA-MB-231. Synergy scores: CSS=37.4, Synergy_ZIP=7.16, Synergy_Bliss=7.66, Synergy_Loewe=-11.3, Synergy_HSA=5.10. (4) Drug 1: CN1C(=O)N2C=NC(=C2N=N1)C(=O)N. Drug 2: CC1C(C(CC(O1)OC2CC(OC(C2O)C)OC3=CC4=CC5=C(C(=O)C(C(C5)C(C(=O)C(C(C)O)O)OC)OC6CC(C(C(O6)C)O)OC7CC(C(C(O7)C)O)OC8CC(C(C(O8)C)O)(C)O)C(=C4C(=C3C)O)O)O)O. Cell line: HOP-92. Synergy scores: CSS=34.7, Synergy_ZIP=-3.74, Synergy_Bliss=-2.12, Synergy_Loewe=-27.5, Synergy_HSA=-1.88.